The task is: Predict the product of the given reaction.. This data is from Forward reaction prediction with 1.9M reactions from USPTO patents (1976-2016). (1) Given the reactants [CH2:1]1[C:10]2[C:5](=[CH:6][CH:7]=[CH:8][CH:9]=2)[CH2:4][CH2:3][N:2]1[S:11]([C:14]1[CH:23]=[CH:22][C:21]([O:24][CH3:25])=[C:20]2[C:15]=1[CH2:16][CH2:17][CH:18]([NH:26]C(=O)C(F)(F)F)[CH2:19]2)(=[O:13])=[O:12].[OH-].[Na+].Cl.C(=O)(O)[O-], predict the reaction product. The product is: [CH2:1]1[C:10]2[C:5](=[CH:6][CH:7]=[CH:8][CH:9]=2)[CH2:4][CH2:3][N:2]1[S:11]([C:14]1[CH:23]=[CH:22][C:21]([O:24][CH3:25])=[C:20]2[C:15]=1[CH2:16][CH2:17][CH:18]([NH2:26])[CH2:19]2)(=[O:12])=[O:13]. (2) Given the reactants [CH3:1][CH:2]([CH3:21])[CH2:3][CH2:4][O:5][CH2:6][C:7](=O)[CH:8]([C:11]1[CH:16]=[CH:15][C:14]([N+:17]([O-:19])=[O:18])=[CH:13][CH:12]=1)[C:9]#[N:10].C[Si](C=[N+]=[N-])(C)C.Cl.[NH2:30][C:31]([NH2:33])=[NH:32].O(CC)[K], predict the reaction product. The product is: [CH3:1][CH:2]([CH3:21])[CH2:3][CH2:4][O:5][CH2:6][C:7]1[N:30]=[C:31]([NH2:33])[N:32]=[C:9]([NH2:10])[C:8]=1[C:11]1[CH:12]=[CH:13][C:14]([N+:17]([O-:19])=[O:18])=[CH:15][CH:16]=1. (3) The product is: [Cl:35][C:32]1[CH:33]=[CH:34][C:29]([C:25]2[CH:26]=[CH:27][CH:28]=[C:23]([CH2:22][O:21][C:18]3[CH:17]=[CH:16][C:15]([C@@H:8]([C:9]4[N:10]([CH3:14])[CH:11]=[CH:12][N:13]=4)[CH2:7][C:6]([OH:37])=[O:5])=[CH:20][CH:19]=3)[CH:24]=2)=[C:30]([CH3:36])[CH:31]=1. Given the reactants [OH-].[Na+].C([O:5][C:6](=[O:37])[CH2:7][C@@H:8]([C:15]1[CH:20]=[CH:19][C:18]([O:21][CH2:22][C:23]2[CH:24]=[C:25]([C:29]3[CH:34]=[CH:33][C:32]([Cl:35])=[CH:31][C:30]=3[CH3:36])[CH:26]=[CH:27][CH:28]=2)=[CH:17][CH:16]=1)[C:9]1[N:10]([CH3:14])[CH:11]=[CH:12][N:13]=1)C.Cl, predict the reaction product. (4) The product is: [O:1]=[C:2]1[NH:11][C:10]2[N:9]=[CH:8][CH:7]=[C:6]([O:12][C:13]3[CH:22]=[C:21]4[C:16]([CH2:17][CH2:18][CH:19]([C:23]([NH:59][C:60]5[CH:61]=[C:62]([CH:72]=[C:73]([C:75]([F:76])([F:77])[F:78])[CH:74]=5)[CH2:63][NH:64][C:65](=[O:71])[O:66][C:67]([CH3:70])([CH3:69])[CH3:68])=[O:24])[CH2:20]4)=[CH:15][CH:14]=3)[C:5]=2[CH:4]=[CH:3]1. Given the reactants [O:1]=[C:2]1[NH:11][C:10]2[N:9]=[CH:8][CH:7]=[C:6]([O:12][C:13]3[CH:22]=[C:21]4[C:16]([CH2:17][CH2:18][CH:19]([C:23](O)=[O:24])[CH2:20]4)=[CH:15][CH:14]=3)[C:5]=2[CH:4]=[CH:3]1.C(N(C(C)C)CC)(C)C.CN(C(ON1N=NC2C=CC=NC1=2)=[N+](C)C)C.F[P-](F)(F)(F)(F)F.[NH2:59][C:60]1[CH:61]=[C:62]([CH:72]=[C:73]([C:75]([F:78])([F:77])[F:76])[CH:74]=1)[CH2:63][NH:64][C:65](=[O:71])[O:66][C:67]([CH3:70])([CH3:69])[CH3:68], predict the reaction product.